Task: Predict the reactants needed to synthesize the given product.. Dataset: Retrosynthesis with 50K atom-mapped reactions and 10 reaction types from USPTO (1) Given the product CC1(C)CN=C(c2ccc(C(F)(F)F)cc2)c2ccccc21, predict the reactants needed to synthesize it. The reactants are: CC(C)(CNC(=O)c1ccc(C(F)(F)F)cc1)c1ccccc1. (2) Given the product C=C(C)CN1CCN(CCC(=O)N2c3ccccc3C(=O)Nc3cccnc32)CC1, predict the reactants needed to synthesize it. The reactants are: C=C(C)CN1CCNCC1.O=C1Nc2cccnc2N(C(=O)CCCl)c2ccccc21. (3) Given the product COc1cc2ncc(C#N)c(Oc3ccc([N+](=O)[O-])cc3F)c2cc1OC, predict the reactants needed to synthesize it. The reactants are: COc1cc2ncc(C#N)c(Cl)c2cc1OC.O=[N+]([O-])c1ccc(O)c(F)c1. (4) Given the product CN(C)S(=O)(=O)NC(=O)c1ccc2c(C3CCCCC3)c3n(c2c1)CC(O)Cc1ccccc1-3, predict the reactants needed to synthesize it. The reactants are: CN(C)S(N)(=O)=O.O=C(O)c1ccc2c(C3CCCCC3)c3n(c2c1)CC(O)Cc1ccccc1-3. (5) Given the product COc1cc(N2CCC(C(=O)N3CCOCC3)CC2)ccc1Nc1nc(NC2CCCCC2)c2nc[nH]c2n1, predict the reactants needed to synthesize it. The reactants are: COc1cc(N2CCC(C(=O)N3CCOCC3)CC2)ccc1Nc1nc(NC2CCCCC2)c2ncn(C3CCCCO3)c2n1. (6) Given the product C=CC(=O)NCCCCCCCC, predict the reactants needed to synthesize it. The reactants are: C=CC(=O)Cl.CCCCCCCCN.